Task: Predict which catalyst facilitates the given reaction.. Dataset: Catalyst prediction with 721,799 reactions and 888 catalyst types from USPTO The catalyst class is: 2. Reactant: C(OC(=O)[NH:7][CH2:8][C:9](=[O:38])[NH:10][CH2:11][C:12]1[CH:17]=[CH:16][C:15]([CH2:18][N:19]2[CH2:23][C:22](=[O:24])[N:21](CC3C=CC(OC)=CC=3OC)[S:20]2(=[O:37])=[O:36])=[CH:14][CH:13]=1)(C)(C)C. Product: [NH2:7][CH2:8][C:9]([NH:10][CH2:11][C:12]1[CH:17]=[CH:16][C:15]([CH2:18][N:19]2[CH2:23][C:22](=[O:24])[NH:21][S:20]2(=[O:36])=[O:37])=[CH:14][CH:13]=1)=[O:38].